This data is from Reaction yield outcomes from USPTO patents with 853,638 reactions. The task is: Predict the reaction yield, written as a fraction of the theoretical maximum amount of product (1.0 means a 100% yield; for example, 0.34 means a 34% yield). The reactants are [CH:1]([C:3]1[CH:8]=[CH:7][CH:6]=[CH:5][C:4]=1[B:9]([OH:11])[OH:10])=O.[OH-].[Na+].[N+:14]([CH3:17])([O-:16])=[O:15].Cl. The catalyst is O. The product is [N+:14]([CH2:17][CH:1]1[O:11][B:9]([OH:10])[C:4]2[CH:5]=[CH:6][CH:7]=[CH:8][C:3]1=2)([O-:16])=[O:15]. The yield is 0.870.